From a dataset of Catalyst prediction with 721,799 reactions and 888 catalyst types from USPTO. Predict which catalyst facilitates the given reaction. (1) Reactant: [CH:1]1([CH2:4][S:5][C:6]2[CH:7]=[C:8]([O:28][C:29]3[C:30]([CH3:35])=[N:31][CH:32]=[CH:33][CH:34]=3)[C:9]([NH:12][C:13]3[S:17][N:16]=[C:15]([C@H:18]4[CH2:22][O:21]C5(CCCCC5)[O:19]4)[N:14]=3)=[N:10][CH:11]=2)[CH2:3][CH2:2]1.Cl. Product: [CH:1]1([CH2:4][S:5][C:6]2[CH:7]=[C:8]([O:28][C:29]3[C:30]([CH3:35])=[N:31][CH:32]=[CH:33][CH:34]=3)[C:9]([NH:12][C:13]3[S:17][N:16]=[C:15]([C@H:18]([OH:19])[CH2:22][OH:21])[N:14]=3)=[N:10][CH:11]=2)[CH2:3][CH2:2]1. The catalyst class is: 8. (2) Reactant: [CH3:1][C:2]1[N:6]2[C:7]3[CH:16]=[C:15]([CH3:17])[NH:14][C:8]=3[CH:9]=[C:10]([N+:11]([O-:13])=[O:12])[C:5]2=[N:4][N:3]=1.C([O-])([O-])=O.[Cs+].[Cs+].[CH2:24](Br)[C:25]1[CH:30]=[CH:29][CH:28]=[CH:27][CH:26]=1.O. Product: [CH2:24]([N:14]1[C:8]2[CH:9]=[C:10]([N+:11]([O-:13])=[O:12])[C:5]3[N:6]([C:2]([CH3:1])=[N:3][N:4]=3)[C:7]=2[CH:16]=[C:15]1[CH3:17])[C:25]1[CH:30]=[CH:29][CH:28]=[CH:27][CH:26]=1. The catalyst class is: 42. (3) Reactant: [C:1]([NH:8][C:9]([NH:18][C:19]([O:21][C:22]([CH3:25])([CH3:24])[CH3:23])=[O:20])=[N:10]S(C(F)(F)F)(=O)=O)([O:3][C:4]([CH3:7])([CH3:6])[CH3:5])=[O:2].C(N(CC)CC)C.N[CH:34]([CH3:65])[CH2:35][O:36][C@@H:37]1[C@:41]([C:43]([CH3:46])([CH3:45])[CH3:44])([OH:42])[C@@H:40]([C:47](=[SiH2:53])[O:48][C:49]([CH3:52])([CH3:51])[CH3:50])[O:39][C@H:38]1[N:54]1[C:64]2[N:63]=[C:61]([NH2:62])[NH:60][C:58](=[O:59])[C:57]=2[N:56]=[CH:55]1. Product: [C:1]([N:8]([CH2:65][CH2:34][CH2:35][O:36][C@@H:37]1[C@:41]([C:43]([CH3:44])([CH3:45])[CH3:46])([OH:42])[C@@H:40]([C:47](=[SiH2:53])[O:48][C:49]([CH3:50])([CH3:51])[CH3:52])[O:39][C@H:38]1[N:54]1[C:64]2[N:63]=[C:61]([NH2:62])[NH:60][C:58](=[O:59])[C:57]=2[N:56]=[CH:55]1)[C:9]([NH2:10])=[N:18][C:19]([O:21][C:22]([CH3:25])([CH3:24])[CH3:23])=[O:20])([O:3][C:4]([CH3:7])([CH3:6])[CH3:5])=[O:2]. The catalyst class is: 4. (4) Reactant: [CH3:1][C:2]1[CH:7]=[CH:6][N:5]=[CH:4][C:3]=1[NH:8][C:9](=[O:15])[O:10][C:11]([CH3:14])([CH3:13])[CH3:12]. Product: [CH3:1][C@H:2]1[CH2:7][CH2:6][NH:5][CH2:4][C@H:3]1[NH:8][C:9](=[O:15])[O:10][C:11]([CH3:14])([CH3:13])[CH3:12]. The catalyst class is: 847. (5) Reactant: [C:1]([O:5][C:6]([NH:8][CH2:9][CH2:10][C:11]1[N:15]=[C:14]([C:16]([O:18]CC)=[O:17])[NH:13][N:12]=1)=[O:7])([CH3:4])([CH3:3])[CH3:2].[OH-].[Na+:22]. Product: [C:1]([O:5][C:6]([NH:8][CH2:9][CH2:10][C:11]1[N:15]=[C:14]([C:16]([O-:18])=[O:17])[NH:13][N:12]=1)=[O:7])([CH3:4])([CH3:2])[CH3:3].[Na+:22]. The catalyst class is: 5. (6) Reactant: [CH2:1]([O:8][C:9]([NH:11][C:12]([N:14]1[CH2:19][CH2:18][CH:17]([CH2:20][CH2:21]OS(C)(=O)=O)[CH2:16][CH2:15]1)=[NH:13])=[O:10])[C:2]1[CH:7]=[CH:6][CH:5]=[CH:4][CH:3]=1.[N-:27]=[N+:28]=[N-:29].[Na+].O. Product: [N:27]([CH2:21][CH2:20][CH:17]1[CH2:18][CH2:19][N:14]([C:12](=[NH:13])[NH:11][C:9]([O:8][CH2:1][C:2]2[CH:7]=[CH:6][CH:5]=[CH:4][CH:3]=2)=[O:10])[CH2:15][CH2:16]1)=[N+:28]=[N-:29]. The catalyst class is: 9. (7) Product: [OH:1][C:2]([CH3:23])([CH3:22])[C:3]([N:5]1[CH2:6][CH2:7][NH:8][CH2:9][CH2:10]1)=[O:4]. Reactant: [OH:1][C:2]([CH3:23])([CH3:22])[C:3]([N:5]1[CH2:10][CH2:9][N:8](NC(OCC2C=CC=CC=2)=O)[CH2:7][CH2:6]1)=[O:4]. The catalyst class is: 19.